Dataset: NCI-60 drug combinations with 297,098 pairs across 59 cell lines. Task: Regression. Given two drug SMILES strings and cell line genomic features, predict the synergy score measuring deviation from expected non-interaction effect. (1) Drug 1: C1=CC(=CC=C1C#N)C(C2=CC=C(C=C2)C#N)N3C=NC=N3. Drug 2: CN1C2=C(C=C(C=C2)N(CCCl)CCCl)N=C1CCCC(=O)O.Cl. Cell line: ACHN. Synergy scores: CSS=-7.46, Synergy_ZIP=5.34, Synergy_Bliss=7.36, Synergy_Loewe=-5.70, Synergy_HSA=-4.00. (2) Drug 2: C1C(C(OC1N2C=NC(=NC2=O)N)CO)O. Drug 1: CC1=C(C(=O)C2=C(C1=O)N3CC4C(C3(C2COC(=O)N)OC)N4)N. Synergy scores: CSS=12.1, Synergy_ZIP=-6.02, Synergy_Bliss=0.476, Synergy_Loewe=0.515, Synergy_HSA=0.890. Cell line: NCI-H226.